This data is from NCI-60 drug combinations with 297,098 pairs across 59 cell lines. The task is: Regression. Given two drug SMILES strings and cell line genomic features, predict the synergy score measuring deviation from expected non-interaction effect. (1) Drug 1: CC1OCC2C(O1)C(C(C(O2)OC3C4COC(=O)C4C(C5=CC6=C(C=C35)OCO6)C7=CC(=C(C(=C7)OC)O)OC)O)O. Drug 2: C1=CN(C=N1)CC(O)(P(=O)(O)O)P(=O)(O)O. Cell line: HOP-62. Synergy scores: CSS=-1.89, Synergy_ZIP=-3.85, Synergy_Bliss=-21.0, Synergy_Loewe=-39.3, Synergy_HSA=-23.0. (2) Drug 1: CC(C1=C(C=CC(=C1Cl)F)Cl)OC2=C(N=CC(=C2)C3=CN(N=C3)C4CCNCC4)N. Cell line: MDA-MB-435. Drug 2: COCCOC1=C(C=C2C(=C1)C(=NC=N2)NC3=CC=CC(=C3)C#C)OCCOC.Cl. Synergy scores: CSS=12.7, Synergy_ZIP=-2.67, Synergy_Bliss=3.03, Synergy_Loewe=-1.72, Synergy_HSA=-1.26. (3) Drug 1: C1CCN(CC1)CCOC2=CC=C(C=C2)C(=O)C3=C(SC4=C3C=CC(=C4)O)C5=CC=C(C=C5)O. Drug 2: CC(CN1CC(=O)NC(=O)C1)N2CC(=O)NC(=O)C2. Cell line: NCI-H322M. Synergy scores: CSS=4.97, Synergy_ZIP=-1.08, Synergy_Bliss=1.74, Synergy_Loewe=0.789, Synergy_HSA=0.836. (4) Synergy scores: CSS=1.67, Synergy_ZIP=5.30, Synergy_Bliss=6.51, Synergy_Loewe=4.69, Synergy_HSA=3.51. Drug 2: C1=NNC2=C1C(=O)NC=N2. Drug 1: CC1=C(C=C(C=C1)NC2=NC=CC(=N2)N(C)C3=CC4=NN(C(=C4C=C3)C)C)S(=O)(=O)N.Cl. Cell line: NCI-H322M. (5) Drug 1: C1=CC(=CC=C1CC(C(=O)O)N)N(CCCl)CCCl.Cl. Drug 2: CCCS(=O)(=O)NC1=C(C(=C(C=C1)F)C(=O)C2=CNC3=C2C=C(C=N3)C4=CC=C(C=C4)Cl)F. Cell line: U251. Synergy scores: CSS=22.6, Synergy_ZIP=-7.31, Synergy_Bliss=-2.16, Synergy_Loewe=-7.67, Synergy_HSA=-2.42.